From a dataset of Reaction yield outcomes from USPTO patents with 853,638 reactions. Predict the reaction yield, written as a fraction of the theoretical maximum amount of product (1.0 means a 100% yield; for example, 0.34 means a 34% yield). (1) The yield is 0.710. The reactants are [C:1]([C:3]1[C:12]2[C:7](=[CH:8][CH:9]=[CH:10][CH:11]=2)[C:6](F)=[CH:5][CH:4]=1)#[N:2].[NH:14]1[CH2:19][CH2:18][CH2:17][CH:16]([CH2:20][NH:21][C:22](=[O:28])[O:23][C:24]([CH3:27])([CH3:26])[CH3:25])[CH2:15]1.C1CCN2C(=NCCC2)CC1. The catalyst is N1C=CC=CC=1. The product is [C:24]([O:23][C:22](=[O:28])[NH:21][CH2:20][CH:16]1[CH2:17][CH2:18][CH2:19][N:14]([C:6]2[C:7]3[C:12](=[CH:11][CH:10]=[CH:9][CH:8]=3)[C:3]([C:1]#[N:2])=[CH:4][CH:5]=2)[CH2:15]1)([CH3:27])([CH3:25])[CH3:26]. (2) The catalyst is CC(C)=O. The yield is 0.450. The product is [Br:17][C:18]([O:1][C:2]1[CH:10]=[CH:9][CH:8]=[C:7]2[C:3]=1[CH:4]=[CH:5][NH:6]2)([C:24]([O:26][CH2:27][CH3:28])=[O:25])[C:19]([O:21][CH2:22][CH3:23])=[O:20].[NH:6]1[C:7]2[C:3](=[C:2]([O:1][CH:18]([C:19]([O:21][CH2:22][CH3:23])=[O:20])[C:24]([O:26][CH2:27][CH3:28])=[O:25])[CH:10]=[CH:9][CH:8]=2)[CH:4]=[CH:5]1. The reactants are [OH:1][C:2]1[CH:10]=[CH:9][CH:8]=[C:7]2[C:3]=1[CH:4]=[CH:5][NH:6]2.C(=O)([O-])[O-].[K+].[K+].[Br:17][CH:18]([C:24]([O:26][CH2:27][CH3:28])=[O:25])[C:19]([O:21][CH2:22][CH3:23])=[O:20]. (3) The reactants are C[O:2][CH:3](OC)[C:4]1[S:8][C:7]([C:9]2[CH:10]=[C:11]3[C:15](=[CH:16][CH:17]=2)[C:14](=[O:18])[N:13]([CH2:19][CH2:20][CH2:21]I)[CH2:12]3)=[CH:6][CH:5]=1.[NH:25]1[CH2:29][CH2:28][CH2:27][CH2:26]1. No catalyst specified. The product is [O:18]=[C:14]1[C:15]2[C:11](=[CH:10][C:9]([C:7]3[S:8][C:4]([CH:3]=[O:2])=[CH:5][CH:6]=3)=[CH:17][CH:16]=2)[CH2:12][N:13]1[CH2:19][CH2:20][CH2:21][N:25]1[CH2:29][CH2:28][CH2:27][CH2:26]1. The yield is 0.780. (4) The reactants are [CH3:1][O:2][C:3](=[O:27])[CH:4]([C:16]1[CH:21]=[CH:20][C:19]([S:22]([CH3:25])(=[O:24])=[O:23])=[C:18]([Cl:26])[CH:17]=1)[CH2:5][CH:6]1[CH2:10][CH2:9][C:8]2(OCCC[O:11]2)[CH2:7]1.Cl. The catalyst is O1CCCC1. The product is [CH3:1][O:2][C:3](=[O:27])[CH:4]([C:16]1[CH:21]=[CH:20][C:19]([S:22]([CH3:25])(=[O:24])=[O:23])=[C:18]([Cl:26])[CH:17]=1)[CH2:5][CH:6]1[CH2:10][CH2:9][C:8](=[O:11])[CH2:7]1. The yield is 0.990. (5) The reactants are [Cl:1][C:2]1[CH:3]=[C:4]([CH:30]=[CH:31][C:32]=1[Cl:33])[CH2:5][C:6]1[C:10]([C:11]#[C:12][C:13]2[CH:18]=[CH:17][CH:16]=[CH:15][CH:14]=2)=[C:9]([N:19]2[CH2:24][CH2:23][O:22][CH2:21][CH2:20]2)[S:8][C:7]=1[C:25]([O:27]CC)=[O:26].C1COCC1.[OH-].[Na+].Cl. The catalyst is CCOC(C)=O.O.C(Cl)Cl.CO. The product is [Cl:1][C:2]1[CH:3]=[C:4]([CH:30]=[CH:31][C:32]=1[Cl:33])[CH2:5][C:6]1[C:10]([C:11]#[C:12][C:13]2[CH:14]=[CH:15][CH:16]=[CH:17][CH:18]=2)=[C:9]([N:19]2[CH2:20][CH2:21][O:22][CH2:23][CH2:24]2)[S:8][C:7]=1[C:25]([OH:27])=[O:26]. The yield is 0.780. (6) The reactants are [CH3:1][S:2]([N:5]1[CH2:10][CH2:9][C:8]2[N:11]([CH2:24][CH2:25][CH:26]=O)[N:12]=[C:13]([C:14]3[CH:19]=[CH:18][C:17]([C:20]([F:23])([F:22])[F:21])=[CH:16][CH:15]=3)[C:7]=2[CH2:6]1)(=[O:4])=[O:3].[N+:28]([C:31]1[CH:36]=[CH:35][CH:34]=[CH:33][C:32]=1[N:37]1[CH2:42][CH2:41][NH:40][CH2:39][CH2:38]1)([O-:30])=[O:29].CC(O)=O.[BH-](OC(C)=O)(OC(C)=O)OC(C)=O.[Na+].C([O-])(O)=O.[Na+]. The catalyst is C(Cl)Cl. The product is [CH3:1][S:2]([N:5]1[CH2:10][CH2:9][C:8]2[N:11]([CH2:24][CH2:25][CH2:26][N:40]3[CH2:41][CH2:42][N:37]([C:32]4[CH:33]=[CH:34][CH:35]=[CH:36][C:31]=4[N+:28]([O-:30])=[O:29])[CH2:38][CH2:39]3)[N:12]=[C:13]([C:14]3[CH:19]=[CH:18][C:17]([C:20]([F:23])([F:22])[F:21])=[CH:16][CH:15]=3)[C:7]=2[CH2:6]1)(=[O:4])=[O:3]. The yield is 0.710. (7) The reactants are [F:1][C:2]([F:22])([F:21])[C:3]1[CH:8]=[CH:7][C:6]([CH:9]2[CH2:14][C:13](=[O:15])[NH:12][C:11]([CH3:16])=[C:10]2[C:17]([O:19][CH3:20])=[O:18])=[CH:5][CH:4]=1.[H-].[Na+].S(OCC)(O[CH2:29][CH3:30])(=O)=O. The catalyst is CN(C=O)C.O. The product is [CH2:29]([N:12]1[C:13](=[O:15])[CH2:14][CH:9]([C:6]2[CH:5]=[CH:4][C:3]([C:2]([F:21])([F:1])[F:22])=[CH:8][CH:7]=2)[C:10]([C:17]([O:19][CH3:20])=[O:18])=[C:11]1[CH3:16])[CH3:30]. The yield is 0.920. (8) The reactants are [Cl:1][C:2]1[CH:9]=[CH:8][C:5]([CH2:6][OH:7])=[CH:4][C:3]=1[O:10][CH2:11][CH3:12]. The catalyst is ClCCl.O=[Mn]=O. The product is [Cl:1][C:2]1[CH:9]=[CH:8][C:5]([CH:6]=[O:7])=[CH:4][C:3]=1[O:10][CH2:11][CH3:12]. The yield is 0.520. (9) The reactants are N(C(C)C)C(C)C.[Li]CCCC.[S:13]1[CH:17]=[CH:16][CH:15]=[C:14]1[C:18]([O:20][CH2:21][CH3:22])=[O:19].[CH:23](=[O:27])[CH:24]([CH3:26])[CH3:25]. The catalyst is C1COCC1. The product is [CH2:21]([O:20][C:18]([C:14]1[S:13][C:17]([CH:23]([OH:27])[CH:24]([CH3:26])[CH3:25])=[CH:16][CH:15]=1)=[O:19])[CH3:22]. The yield is 0.730. (10) The reactants are [C:1]([C:3]1[C:8]2[S:9][CH:10]=[CH:11][C:7]=2[C:6]([NH:12][C@H:13]([C@@H:27]([OH:29])[CH3:28])[C:14]([NH:16][NH:17][C:18](=[O:26])[C:19]2[CH:24]=[CH:23][C:22]([F:25])=[CH:21][CH:20]=2)=O)=[CH:5][CH:4]=1)#[N:2].CCN(P1(N(C)CCCN1C)=NC(C)(C)C)CC.CO. The catalyst is C1COCC1. The product is [F:25][C:22]1[CH:21]=[CH:20][C:19]([C:18]2[O:26][C:14]([C@H:13]([NH:12][C:6]3[C:7]4[CH:11]=[CH:10][S:9][C:8]=4[C:3]([C:1]#[N:2])=[CH:4][CH:5]=3)[C@@H:27]([OH:29])[CH3:28])=[N:16][N:17]=2)=[CH:24][CH:23]=1. The yield is 0.270.